Task: Predict the product of the given reaction.. Dataset: Forward reaction prediction with 1.9M reactions from USPTO patents (1976-2016) The product is: [CH3:18][O:19][C:20]1[CH:25]=[CH:24][C:23]([N:15]2[C:13]3=[N:14][C:9]([OH:8])=[CH:10][CH:11]=[C:12]3[N:17]=[CH:16]2)=[CH:22][CH:21]=1. Given the reactants C([O:8][C:9]1[N:14]=[C:13]2[NH:15][CH:16]=[N:17][C:12]2=[CH:11][CH:10]=1)C1C=CC=CC=1.[CH3:18][O:19][C:20]1[CH:25]=[CH:24][C:23](B(O)O)=[CH:22][CH:21]=1, predict the reaction product.